This data is from CYP1A2 inhibition data for predicting drug metabolism from PubChem BioAssay. The task is: Regression/Classification. Given a drug SMILES string, predict its absorption, distribution, metabolism, or excretion properties. Task type varies by dataset: regression for continuous measurements (e.g., permeability, clearance, half-life) or binary classification for categorical outcomes (e.g., BBB penetration, CYP inhibition). Dataset: cyp1a2_veith. (1) The drug is Cn1c(SCC(=O)N2CCN(S(=O)(=O)c3ccccc3)CC2)nc2ccccc21. The result is 0 (non-inhibitor). (2) The molecule is CC1=NN(c2ccc(S(=O)(=O)O)cc2C)C(=[OH+])[C@H]1N=Nc1cc(S(=O)(=O)O)ccc1C(=O)O.O.[Cr]. The result is 0 (non-inhibitor). (3) The molecule is Cc1ccc(S(=O)(=O)N[C@@H](CCCCN)C(=O)CCl)cc1. The result is 0 (non-inhibitor). (4) The drug is CC(C)Oc1ccc(C2CC(=O)NC3=C2C(=O)CCC3)cc1. The result is 0 (non-inhibitor).